This data is from Full USPTO retrosynthesis dataset with 1.9M reactions from patents (1976-2016). The task is: Predict the reactants needed to synthesize the given product. (1) Given the product [CH2:1]([O:8][C:9](=[O:33])[NH:10][C@@H:11]1[C:17](=[O:18])[NH:16][C:15]2[CH:19]=[CH:20][C:21]([N:23]3[CH2:27][CH:26]([CH2:28][NH:29][C:34](=[O:37])[CH3:35])[O:25][C:24]3=[O:32])=[CH:22][C:14]=2[CH2:13][CH2:12]1)[C:2]1[CH:7]=[CH:6][CH:5]=[CH:4][CH:3]=1, predict the reactants needed to synthesize it. The reactants are: [CH2:1]([O:8][C:9](=[O:33])[NH:10][CH:11]1[C:17](=[O:18])[NH:16][C:15]2[CH:19]=[CH:20][C:21]([N:23]3[CH2:27][CH:26]([CH2:28][N:29]=[N+]=[N-])[O:25][C:24]3=[O:32])=[CH:22][C:14]=2[CH2:13][CH2:12]1)[C:2]1[CH:7]=[CH:6][CH:5]=[CH:4][CH:3]=1.[C:34]([OH:37])(=S)[CH3:35]. (2) Given the product [Br-:2].[Cl:11][C:12]1[C:13]([F:20])=[C:14]([CH:17]=[CH:18][CH:19]=1)[CH2:15][Zn+:1], predict the reactants needed to synthesize it. The reactants are: [Zn:1].[Br:2]CCBr.C[Si](Cl)(C)C.[Cl:11][C:12]1[C:13]([F:20])=[C:14]([CH:17]=[CH:18][CH:19]=1)[CH2:15]Br. (3) Given the product [CH3:1][O:2][C:3]1[C:8]([CH3:9])=[CH:7][C:6](/[C:10](=[N:15]/[OH:16])/[CH3:11])=[C:5]([CH3:13])[CH:4]=1, predict the reactants needed to synthesize it. The reactants are: [CH3:1][O:2][C:3]1[C:8]([CH3:9])=[CH:7][C:6]([C:10](=O)[CH3:11])=[C:5]([CH3:13])[CH:4]=1.[Cl-].[NH2:15][OH:16]. (4) Given the product [ClH:1].[ClH:1].[Cl:1][C:2]1[C:7]([N:8]2[CH2:13][CH2:12][N:11]([C:25]([NH2:28])=[NH:24])[C@H:10]([CH3:14])[CH2:9]2)=[N:6][CH:5]=[C:4]([CH2:15][OH:16])[CH:3]=1, predict the reactants needed to synthesize it. The reactants are: [Cl:1][C:2]1[CH:3]=[C:4]([CH2:15][OH:16])[CH:5]=[N:6][C:7]=1[N:8]1[CH2:13][CH2:12][NH:11][C@H:10]([CH3:14])[CH2:9]1.C(OC([NH:24][C:25](=[N:28]C(OC(C)(C)C)=O)SC)=O)(C)(C)C.C(N(CC)CC)C. (5) Given the product [Cl:27][C:28]1[N:33]=[C:32]([NH:34][C:11]([C:9]2[S:8][C:7]3[CH:14]=[CH:15][C:4]([N+:1]([O-:3])=[O:2])=[CH:5][C:6]=3[CH:10]=2)=[O:13])[CH:31]=[C:30]([C:35]([C:38]2[CH:43]=[C:42]([O:44][C:45]([F:46])([F:47])[F:48])[CH:41]=[C:40]([O:49][CH3:50])[CH:39]=2)([CH3:37])[CH3:36])[CH:29]=1, predict the reactants needed to synthesize it. The reactants are: [N+:1]([C:4]1[CH:15]=[CH:14][C:7]2[S:8][C:9]([C:11]([OH:13])=O)=[CH:10][C:6]=2[CH:5]=1)([O-:3])=[O:2].C(Cl)(C(Cl)=O)=O.CN(C=O)C.[Cl:27][C:28]1[N:33]=[C:32]([NH2:34])[CH:31]=[C:30]([C:35]([C:38]2[CH:43]=[C:42]([O:44][C:45]([F:48])([F:47])[F:46])[CH:41]=[C:40]([O:49][CH3:50])[CH:39]=2)([CH3:37])[CH3:36])[CH:29]=1. (6) Given the product [F:63][C:42]1[CH:41]=[C:40]([NH:39][C:25](=[O:26])[CH2:24][C:23]([N:22]([CH3:29])[C:19]2[CH:18]=[CH:17][CH:16]=[CH:21][CH:20]=2)=[O:28])[CH:62]=[CH:61][C:43]=1[O:44][C:45]1[CH:50]=[CH:49][N:48]=[C:47]2[CH:51]=[C:52]([C:54]([N:56]([CH3:60])[N:57]([CH3:58])[CH3:59])=[O:55])[S:53][C:46]=12, predict the reactants needed to synthesize it. The reactants are: CN(C)NC(C1SC2C(=NC=CC=2O[C:16]2[CH:21]=[CH:20][C:19]([N:22]([C:29]3C=CC=CC=3OC)[C:23](=[O:28])[CH2:24][C:25](N)=[O:26])=[CH:18][C:17]=2F)C=1)=O.[NH2:39][C:40]1[CH:62]=[CH:61][C:43]([O:44][C:45]2[CH:50]=[CH:49][N:48]=[C:47]3[CH:51]=[C:52]([C:54]([N:56]([CH3:60])[N:57]([CH3:59])[CH3:58])=[O:55])[S:53][C:46]=23)=[C:42]([F:63])[CH:41]=1. (7) Given the product [CH:1]([C:4]1[CH:9]=[C:8]([CH:10]([CH3:12])[CH3:11])[CH:7]=[C:6]([CH:13]([CH3:15])[CH3:14])[C:5]=1[S:16]([OH:18])(=[O:22])=[O:17])([CH3:3])[CH3:2], predict the reactants needed to synthesize it. The reactants are: [CH:1]([C:4]1[CH:9]=[C:8]([CH:10]([CH3:12])[CH3:11])[CH:7]=[C:6]([CH:13]([CH3:15])[CH3:14])[C:5]=1[S:16](Cl)(=[O:18])=[O:17])([CH3:3])[CH3:2].CS(C)=[O:22].O.